Task: Predict the reactants needed to synthesize the given product.. Dataset: Full USPTO retrosynthesis dataset with 1.9M reactions from patents (1976-2016) (1) Given the product [CH2:12]=[C:13]([CH:14]=[CH2:15])[CH2:2][CH2:3][CH2:4][S:5][C:6]1[CH:11]=[CH:10][CH:9]=[CH:8][CH:7]=1, predict the reactants needed to synthesize it. The reactants are: I[CH2:2][CH2:3][CH2:4][S:5][C:6]1[CH:11]=[CH:10][CH:9]=[CH:8][CH:7]=1.[CH2:12]=[CH:13][C:14](Cl)=[CH2:15]. (2) Given the product [Br:13][C:10]1[CH:9]=[CH:8][C:7]2[NH:1][C:2](=[O:12])[CH2:3][CH2:4][CH2:5][C:6]=2[CH:11]=1, predict the reactants needed to synthesize it. The reactants are: [NH:1]1[C:7]2[CH:8]=[CH:9][CH:10]=[CH:11][C:6]=2[CH2:5][CH2:4][CH2:3][C:2]1=[O:12].[Br:13]N1C(=O)CCC1=O.